Task: Regression. Given a peptide amino acid sequence and an MHC pseudo amino acid sequence, predict their binding affinity value. This is MHC class I binding data.. Dataset: Peptide-MHC class I binding affinity with 185,985 pairs from IEDB/IMGT (1) The peptide sequence is TYGPVFMCL. The MHC is HLA-A68:01 with pseudo-sequence HLA-A68:01. The binding affinity (normalized) is 0. (2) The peptide sequence is FPTSCHMF. The MHC is HLA-B42:01 with pseudo-sequence HLA-B42:01. The binding affinity (normalized) is 0.671. (3) The peptide sequence is VLLLVTHYAI. The MHC is HLA-A02:17 with pseudo-sequence HLA-A02:17. The binding affinity (normalized) is 0.415. (4) The peptide sequence is FELTSMKYFV. The MHC is HLA-B40:01 with pseudo-sequence HLA-B40:01. The binding affinity (normalized) is 0.291. (5) The peptide sequence is RDWAHNSL. The MHC is HLA-B40:01 with pseudo-sequence HLA-B40:01. The binding affinity (normalized) is 0.